Task: Predict the product of the given reaction.. Dataset: Forward reaction prediction with 1.9M reactions from USPTO patents (1976-2016) (1) The product is: [CH3:15][C:16]([CH3:21])([CH3:20])[C:17]#[C:18][C:2]1[C:7]([F:8])=[CH:6][CH:5]=[CH:4][C:3]=1[NH:9][C:10](=[O:14])[CH2:11][CH2:12][CH3:13]. Given the reactants Br[C:2]1[C:7]([F:8])=[CH:6][CH:5]=[CH:4][C:3]=1[NH:9][C:10](=[O:14])[CH2:11][CH2:12][CH3:13].[CH3:15][C:16]([CH3:21])([CH3:20])[C:17]#[C:18]C, predict the reaction product. (2) Given the reactants [CH3:1][C:2]1[CH:7]=[CH:6][C:5]([S:8]([O:11][CH2:12][CH:13]2[CH2:22][CH2:21][C:20]3[C:15](=[C:16](OS(C(F)(F)F)(=O)=O)[CH:17]=[CH:18][CH:19]=3)[O:14]2)(=[O:10])=[O:9])=[CH:4][CH:3]=1.[Cl:31][C:32]1[CH:37]=[CH:36][CH:35]=[CH:34][C:33]=1B(O)O.C(=O)([O-])[O-].[K+].[K+].[Cl-].[Li+], predict the reaction product. The product is: [CH3:1][C:2]1[CH:3]=[CH:4][C:5]([S:8]([O:11][CH2:12][CH:13]2[CH2:22][CH2:21][C:20]3[C:15](=[C:16]([C:33]4[CH:34]=[CH:35][CH:36]=[CH:37][C:32]=4[Cl:31])[CH:17]=[CH:18][CH:19]=3)[O:14]2)(=[O:9])=[O:10])=[CH:6][CH:7]=1. (3) Given the reactants Cl[C:2]([O:4][CH3:5])=[O:3].[NH2:6][C@@H:7]1[CH2:11][CH2:10][N:9]([CH2:12][C:13]2[CH:34]=[CH:33][C:16]([C:17]([NH:19][CH2:20][C:21]3[CH:26]=[C:25]([Cl:27])[CH:24]=[CH:23][C:22]=3[S:28]([CH2:31][CH3:32])(=[O:30])=[O:29])=[O:18])=[CH:15][C:14]=2[C:35]([F:38])([F:37])[F:36])[CH2:8]1, predict the reaction product. The product is: [CH3:5][O:4][C:2](=[O:3])[NH:6][C@@H:7]1[CH2:11][CH2:10][N:9]([CH2:12][C:13]2[CH:34]=[CH:33][C:16]([C:17](=[O:18])[NH:19][CH2:20][C:21]3[CH:26]=[C:25]([Cl:27])[CH:24]=[CH:23][C:22]=3[S:28]([CH2:31][CH3:32])(=[O:30])=[O:29])=[CH:15][C:14]=2[C:35]([F:37])([F:38])[F:36])[CH2:8]1. (4) Given the reactants [CH3:1][C:2]1[CH:11]=[C:10]2[C:5]([C:6](=O)[NH:7][C:8]([C:12]3[CH:17]=[CH:16][CH:15]=[CH:14][C:13]=3[O:18][C:19](=[O:24])[C:20]([CH3:23])([CH3:22])[CH3:21])=[N:9]2)=[CH:4][CH:3]=1.P(Cl)(Cl)(O[Cl:29])=O.N1C=CC=CC=1, predict the reaction product. The product is: [Cl:29][C:6]1[C:5]2[C:10](=[CH:11][C:2]([CH3:1])=[CH:3][CH:4]=2)[N:9]=[C:8]([C:12]2[CH:17]=[CH:16][CH:15]=[CH:14][C:13]=2[O:18][C:19](=[O:24])[C:20]([CH3:23])([CH3:21])[CH3:22])[N:7]=1. (5) Given the reactants Br[CH2:2][C:3]1[C:12]2[C:7](=[C:8]([F:14])[C:9]([F:13])=[CH:10][CH:11]=2)[NH:6][C:5](=[O:15])[CH:4]=1.[Cl:16][C:17]1[CH:18]=[N:19][CH:20]=[CH:21][C:22]=1[C:23]1[NH:27][C:26]2[CH:28]=[CH:29][CH:30]=[CH:31][C:25]=2[N:24]=1, predict the reaction product. The product is: [Cl:16][C:17]1[CH:18]=[N:19][CH:20]=[CH:21][C:22]=1[C:23]1[N:24]([CH2:2][C:3]2[C:12]3[C:7](=[C:8]([F:14])[C:9]([F:13])=[CH:10][CH:11]=3)[NH:6][C:5](=[O:15])[CH:4]=2)[C:25]2[CH:31]=[CH:30][CH:29]=[CH:28][C:26]=2[N:27]=1.